This data is from hERG Central: cardiac toxicity at 1µM, 10µM, and general inhibition. The task is: Predict hERG channel inhibition at various concentrations. (1) The drug is COc1cccc(-c2cccc(NC(=O)C3CCN(Cc4cccc(C)n4)CC3)c2)c1. Results: hERG_inhib (hERG inhibition (general)): blocker. (2) The compound is Cc1cc(C)n2cc(CSc3nnnn3-c3ccccc3)nc2n1. Results: hERG_inhib (hERG inhibition (general)): blocker. (3) Results: hERG_inhib (hERG inhibition (general)): blocker. The drug is Cc1ccc2c(CN3CCC(C)CC3)cc(=O)oc2c1. (4) The molecule is O=C(N/N=C/c1cccnc1)C1CC1(c1ccccc1)c1ccccc1. Results: hERG_inhib (hERG inhibition (general)): blocker. (5) The molecule is Fc1ccc(C(CCN2CCOCC2)c2ccc(Cl)cc2)cc1. Results: hERG_inhib (hERG inhibition (general)): blocker. (6) The compound is Cn1c(=O)[nH]c(=O)c2c1nc(Br)n2CCCCSc1nc2ccccc2o1. Results: hERG_inhib (hERG inhibition (general)): blocker. (7) The drug is CCC1=NN2C(=N)/C(=C\c3cccn3-c3c(C)cccc3C)C(=O)N=C2S1. Results: hERG_inhib (hERG inhibition (general)): blocker. (8) The molecule is CCOC(=O)C1CCN(C(=O)CCc2c(C)nc3cc(-c4ccccc4)nn3c2C)CC1. Results: hERG_inhib (hERG inhibition (general)): blocker. (9) The drug is Cc1cc(-c2ccc(C)c(S(=O)(=O)NCC3CCN(Cc4ccccc4F)CC3)c2)on1. Results: hERG_inhib (hERG inhibition (general)): blocker. (10) The molecule is Clc1ccc(OCCCNCc2ccccc2)c(Br)c1.O=C(O)C(=O)O. Results: hERG_inhib (hERG inhibition (general)): blocker.